From a dataset of Full USPTO retrosynthesis dataset with 1.9M reactions from patents (1976-2016). Predict the reactants needed to synthesize the given product. (1) Given the product [F:44][C:28]1[CH:27]=[CH:26][C:25]([NH:24][C:11](=[O:13])[CH2:10][CH2:9][CH2:8][CH2:7][C:4]2[CH:3]=[CH:2][C:1]([C:14]3[CH:19]=[CH:18][CH:17]=[CH:16][CH:15]=3)=[CH:6][CH:5]=2)=[CH:30][C:29]=1[CH:31]1[CH2:36][CH2:35][N:34]([C:37]([O:39][C:40]([CH3:43])([CH3:42])[CH3:41])=[O:38])[CH2:33][CH2:32]1, predict the reactants needed to synthesize it. The reactants are: [C:1]1([C:14]2[CH:19]=[CH:18][CH:17]=[CH:16][CH:15]=2)[CH:6]=[CH:5][C:4]([CH2:7][CH2:8][CH2:9][CH2:10][C:11]([OH:13])=O)=[CH:3][CH:2]=1.C(Cl)CCl.[NH2:24][C:25]1[CH:26]=[CH:27][C:28]([F:44])=[C:29]([CH:31]2[CH2:36][CH2:35][N:34]([C:37]([O:39][C:40]([CH3:43])([CH3:42])[CH3:41])=[O:38])[CH2:33][CH2:32]2)[CH:30]=1.CCCCCC.CCOC(C)=O. (2) The reactants are: Cl.[NH:2]1[C:6]2[CH:7]=[CH:8][CH:9]=[CH:10][C:5]=2[N:4]=[C:3]1[C@H:11]([NH2:21])[CH2:12][C:13]1[CH:18]=[CH:17][C:16]([O:19][CH3:20])=[CH:15][CH:14]=1.[CH:22]1([NH2:32])[C:31]2[C:26](=[CH:27][CH:28]=[CH:29][CH:30]=2)[CH2:25][CH2:24][CH2:23]1.[C:33](O)(C(F)(F)F)=[O:34]. Given the product [NH:2]1[C:6]2[CH:7]=[CH:8][CH:9]=[CH:10][C:5]=2[N:4]=[C:3]1[C@H:11]([NH:21][C:33]([NH:32][CH:22]1[C:31]2[C:26](=[CH:27][CH:28]=[CH:29][CH:30]=2)[CH2:25][CH2:24][CH2:23]1)=[O:34])[CH2:12][C:13]1[CH:18]=[CH:17][C:16]([O:19][CH3:20])=[CH:15][CH:14]=1, predict the reactants needed to synthesize it.